This data is from Choline transporter screen with 302,306 compounds. The task is: Binary Classification. Given a drug SMILES string, predict its activity (active/inactive) in a high-throughput screening assay against a specified biological target. (1) The compound is O1c2cc3n(CC)cc(c(=O)c3cc2OC1)C(O)=O. The result is 0 (inactive). (2) The molecule is O(C1C(C(OC2OC(C(O)C(OC)(C2)C)C)C(C(OC(C(O)(C(O)C(C(=N\OCOCCOC)/C(CC1(O)C)C)C)C)CC)=O)C)C)C1OC(CC(N(C)C)C1O)C. The result is 0 (inactive).